This data is from Reaction yield outcomes from USPTO patents with 853,638 reactions. The task is: Predict the reaction yield, written as a fraction of the theoretical maximum amount of product (1.0 means a 100% yield; for example, 0.34 means a 34% yield). The reactants are Cl.Cl.[CH2:3]([N:5]1[CH2:10][CH2:9][CH:8]([NH:11][C:12]2[CH:13]=[C:14]3[C:18](=[CH:19][CH:20]=2)[NH:17][C:16]([C:21](O)=[O:22])=[CH:15]3)[CH2:7][CH2:6]1)[CH3:4].F[B-](F)(F)F.N1(OC(N(C)C)=[N+](C)C)C2C=CC=CC=2N=N1.CCN(C(C)C)C(C)C.[NH:55]1[CH2:60][CH2:59][O:58][CH2:57][CH2:56]1. The catalyst is CN(C=O)C. The product is [CH2:3]([N:5]1[CH2:6][CH2:7][CH:8]([NH:11][C:12]2[CH:13]=[C:14]3[C:18](=[CH:19][CH:20]=2)[NH:17][C:16]([C:21]([N:55]2[CH2:60][CH2:59][O:58][CH2:57][CH2:56]2)=[O:22])=[CH:15]3)[CH2:9][CH2:10]1)[CH3:4]. The yield is 0.600.